Dataset: Catalyst prediction with 721,799 reactions and 888 catalyst types from USPTO. Task: Predict which catalyst facilitates the given reaction. (1) Reactant: Cl.[N:2]12[CH2:9][CH2:8][CH:5]([CH2:6][CH2:7]1)[C:4](=O)[CH2:3]2.[I:11][C:12]1[CH:18]=[CH:17][C:15]([NH2:16])=[CH:14][CH:13]=1.[O-]S([O-])(=O)=O.[Na+].[Na+].[BH-](OC(C)=O)(OC(C)=O)OC(C)=O.[Na+].C([O-])(O)=O.[Na+]. Product: [I:11][C:12]1[CH:18]=[CH:17][C:15]([NH:16][CH:4]2[CH:5]3[CH2:8][CH2:9][N:2]([CH2:7][CH2:6]3)[CH2:3]2)=[CH:14][CH:13]=1. The catalyst class is: 52. (2) Product: [CH3:12][O:13][C:14](=[O:40])[C:15]1[CH:16]=[CH:17][C:18]([O:21][C:22]2[CH:27]=[C:26]([O:28][CH2:29][C:30]3[CH:31]=[CH:32][CH:33]=[CH:34][CH:35]=3)[C:25]([O:36][CH3:37])=[CH:24][C:23]=2[CH:38]2[CH:42]3[CH2:43][C:44]4[C:49]([CH:41]3[C:11]3[C:3](=[CH:4][CH:5]=[C:6]([C:7](=[NH:9])[NH2:8])[CH:10]=3)[NH:2]2)=[CH:48][CH:47]=[CH:46][CH:45]=4)=[CH:19][CH:20]=1. The catalyst class is: 10. Reactant: Cl.[NH2:2][C:3]1[CH:11]=[CH:10][C:6]([C:7]([NH2:9])=[NH:8])=[CH:5][CH:4]=1.[CH3:12][O:13][C:14](=[O:40])[C:15]1[CH:20]=[CH:19][C:18]([O:21][C:22]2[CH:27]=[C:26]([O:28][CH2:29][C:30]3[CH:35]=[CH:34][CH:33]=[CH:32][CH:31]=3)[C:25]([O:36][CH3:37])=[CH:24][C:23]=2[CH:38]=O)=[CH:17][CH:16]=1.[CH2:41]1[C:49]2[C:44](=[CH:45][CH:46]=[CH:47][CH:48]=2)[CH:43]=[CH:42]1.[O-]S(C(F)(F)F)(=O)=O.[In+3].[O-]S(C(F)(F)F)(=O)=O.[O-]S(C(F)(F)F)(=O)=O. (3) Reactant: [O:1]1[C:5]2[CH:6]=[CH:7][CH:8]=[CH:9][C:4]=2[CH:3]=[C:2]1[C:10]([NH:12][C:13]1([C:19]([NH:21][CH:22]2[CH2:27][CH2:26][N:25]([C:28]3[CH:33]=[CH:32][CH:31]=[CH:30][C:29]=3[N:34]3[CH:38]=[N:37][N:36]=[N:35]3)[CH2:24][CH:23]2[OH:39])=[O:20])[CH2:18][CH2:17][CH2:16][CH2:15][CH2:14]1)=[O:11].C(N(CC)CC)C. Product: [O:1]1[C:5]2[CH:6]=[CH:7][CH:8]=[CH:9][C:4]=2[CH:3]=[C:2]1[C:10]([NH:12][C:13]1([C:19]([NH:21][CH:22]2[CH2:27][CH2:26][N:25]([C:28]3[CH:33]=[CH:32][CH:31]=[CH:30][C:29]=3[N:34]3[CH:38]=[N:37][N:36]=[N:35]3)[CH2:24][C:23]2=[O:39])=[O:20])[CH2:14][CH2:15][CH2:16][CH2:17][CH2:18]1)=[O:11]. The catalyst class is: 148.